This data is from Merck oncology drug combination screen with 23,052 pairs across 39 cell lines. The task is: Regression. Given two drug SMILES strings and cell line genomic features, predict the synergy score measuring deviation from expected non-interaction effect. (1) Drug 1: O=S1(=O)NC2(CN1CC(F)(F)F)C1CCC2Cc2cc(C=CCN3CCC(C(F)(F)F)CC3)ccc2C1. Drug 2: NC(=O)c1cccc2cn(-c3ccc(C4CCCNC4)cc3)nc12. Cell line: T47D. Synergy scores: synergy=33.6. (2) Drug 1: CC1(c2nc3c(C(N)=O)cccc3[nH]2)CCCN1. Drug 2: COC1=C2CC(C)CC(OC)C(O)C(C)C=C(C)C(OC(N)=O)C(OC)C=CC=C(C)C(=O)NC(=CC1=O)C2=O. Cell line: HCT116. Synergy scores: synergy=23.0. (3) Drug 1: C=CCn1c(=O)c2cnc(Nc3ccc(N4CCN(C)CC4)cc3)nc2n1-c1cccc(C(C)(C)O)n1. Drug 2: CCc1cnn2c(NCc3ccc[n+]([O-])c3)cc(N3CCCCC3CCO)nc12. Cell line: OVCAR3. Synergy scores: synergy=-2.00. (4) Drug 1: O=S1(=O)NC2(CN1CC(F)(F)F)C1CCC2Cc2cc(C=CCN3CCC(C(F)(F)F)CC3)ccc2C1. Drug 2: C#Cc1cccc(Nc2ncnc3cc(OCCOC)c(OCCOC)cc23)c1. Cell line: DLD1. Synergy scores: synergy=8.69. (5) Synergy scores: synergy=-9.00. Drug 2: COC1=C2CC(C)CC(OC)C(O)C(C)C=C(C)C(OC(N)=O)C(OC)C=CC=C(C)C(=O)NC(=CC1=O)C2=O. Drug 1: NC(=O)c1cccc2cn(-c3ccc(C4CCCNC4)cc3)nc12. Cell line: MSTO. (6) Drug 1: Cn1nnc2c(C(N)=O)ncn2c1=O. Drug 2: CCc1c2c(nc3ccc(O)cc13)-c1cc3c(c(=O)n1C2)COC(=O)C3(O)CC. Cell line: UWB1289. Synergy scores: synergy=14.0. (7) Drug 1: CN(C)C(=N)N=C(N)N. Drug 2: CCc1cnn2c(NCc3ccc[n+]([O-])c3)cc(N3CCCCC3CCO)nc12. Cell line: LNCAP. Synergy scores: synergy=22.3.